Dataset: Full USPTO retrosynthesis dataset with 1.9M reactions from patents (1976-2016). Task: Predict the reactants needed to synthesize the given product. Given the product [Br:1][C:2]1[CH:3]=[C:4]([O:9][CH2:14][CH2:13][CH2:12][CH2:11][F:10])[C:5]([Cl:8])=[N:6][CH:7]=1, predict the reactants needed to synthesize it. The reactants are: [Br:1][C:2]1[CH:3]=[C:4]([OH:9])[C:5]([Cl:8])=[N:6][CH:7]=1.[F:10][CH:11](O)[CH2:12][CH2:13][CH3:14].C1(P(C2C=CC=CC=2)C2C=CC=CC=2)C=CC=CC=1.N(C(OC(C)C)=O)=NC(OC(C)C)=O.